This data is from Reaction yield outcomes from USPTO patents with 853,638 reactions. The task is: Predict the reaction yield, written as a fraction of the theoretical maximum amount of product (1.0 means a 100% yield; for example, 0.34 means a 34% yield). (1) The reactants are [CH2:1]1[O:13][C:12]2[CH:11]=[C:10]3[C:5]([C:6]([NH:14][CH:15]([CH3:20])[CH2:16][N:17]([CH3:19])[CH3:18])=[CH:7][CH:8]=[N:9]3)=[CH:4][C:3]=2[O:2]1.C(Cl)(=O)[C:22](Cl)=[O:23].[I:27][C:28]1[CH:36]=[CH:35][C:34]([O:37][CH3:38])=[C:33]([O:39][CH3:40])[C:29]=1C(O)=O.[K+].[Br-]. No catalyst specified. The product is [CH2:1]1[O:13][C:12]2[CH:11]=[C:10]3[C:5]([C:6]([N:14]([CH:15]([CH3:20])[CH2:16][N:17]([CH3:19])[CH3:18])[C:22](=[O:23])[C:36]4[CH:35]=[C:34]([O:37][CH3:38])[C:33]([O:39][CH3:40])=[CH:29][C:28]=4[I:27])=[CH:7][CH:8]=[N:9]3)=[CH:4][C:3]=2[O:2]1. The yield is 0.604. (2) The reactants are [CH3:1][N:2]1[C:6]([C:7]2[CH:12]=[CH:11][CH:10]=[C:9]([N+:13]([O-])=O)[CH:8]=2)=[N:5][N:4]=[N:3]1. The catalyst is C(OCC)(=O)C.CO.[Pd]. The product is [CH3:1][N:2]1[C:6]([C:7]2[CH:12]=[CH:11][CH:10]=[C:9]([NH2:13])[CH:8]=2)=[N:5][N:4]=[N:3]1. The yield is 0.980. (3) The reactants are [NH2:1][C:2]1[CH:6]=[CH:5][S:4][C:3]=1[C:7]([O:9][CH3:10])=[O:8].[C:11]1([S:17](Cl)(=[O:19])=[O:18])[CH:16]=[CH:15][CH:14]=[CH:13][CH:12]=1. The catalyst is N1C=CC=CC=1.C(OCC)(=O)C. The product is [CH3:10][O:9][C:7]([C:3]1[S:4][CH:5]=[CH:6][C:2]=1[NH:1][S:17]([C:11]1[CH:16]=[CH:15][CH:14]=[CH:13][CH:12]=1)(=[O:19])=[O:18])=[O:8]. The yield is 0.900. (4) The reactants are [NH2:1][C:2]1[N:7]=[CH:6][C:5](/[CH:8]=[CH:9]/[C:10]([N:12]([CH3:24])[CH2:13][C:14]2[CH2:15][C:16]3[C:21]([C:22]=2[CH3:23])=[CH:20][CH:19]=[CH:18][CH:17]=3)=[O:11])=[CH:4][CH:3]=1.C([O-])(O)=O.[Na+].[C:30](OC(=O)C)(=[O:32])[CH3:31]. The catalyst is C1COCC1. The product is [C:30]([NH:1][C:2]1[N:7]=[CH:6][C:5](/[CH:8]=[CH:9]/[C:10]([N:12]([CH3:24])[CH2:13][C:14]2[CH2:15][C:16]3[C:21]([C:22]=2[CH3:23])=[CH:20][CH:19]=[CH:18][CH:17]=3)=[O:11])=[CH:4][CH:3]=1)(=[O:32])[CH3:31]. The yield is 0.748.